From a dataset of Peptide-MHC class I binding affinity with 185,985 pairs from IEDB/IMGT. Regression. Given a peptide amino acid sequence and an MHC pseudo amino acid sequence, predict their binding affinity value. This is MHC class I binding data. (1) The peptide sequence is EVQLVESGGGL. The MHC is HLA-A30:02 with pseudo-sequence HLA-A30:02. The binding affinity (normalized) is 0.0221. (2) The peptide sequence is SWPNWQCGI. The MHC is Mamu-A01 with pseudo-sequence Mamu-A01. The binding affinity (normalized) is 0.313. (3) The peptide sequence is EFLKDAWEI. The MHC is HLA-A01:01 with pseudo-sequence HLA-A01:01. The binding affinity (normalized) is 0. (4) The peptide sequence is IHKPRPPAT. The MHC is HLA-A26:01 with pseudo-sequence HLA-A26:01. The binding affinity (normalized) is 0.0847. (5) The peptide sequence is FLLPILSQIYT. The MHC is HLA-C06:02 with pseudo-sequence HLA-C06:02. The binding affinity (normalized) is 0.0847.